This data is from Catalyst prediction with 721,799 reactions and 888 catalyst types from USPTO. The task is: Predict which catalyst facilitates the given reaction. (1) Reactant: [Cl:1][C:2]1[CH:7]=[CH:6][C:5]([C:8]([C:13]2[C:21]3[C:16](=[C:17]([CH2:22][S:23][CH3:24])[CH:18]=[CH:19][CH:20]=3)[NH:15][CH:14]=2)([CH:10]2[CH2:12][CH2:11]2)[CH3:9])=[C:4]([F:25])[CH:3]=1.ClCCl.ClC1C=CC=C(C(OO)=[O:37])C=1. Product: [Cl:1][C:2]1[CH:7]=[CH:6][C:5]([C:8]([C:13]2[C:21]3[C:16](=[C:17]([CH2:22][S:23]([CH3:24])=[O:37])[CH:18]=[CH:19][CH:20]=3)[NH:15][CH:14]=2)([CH:10]2[CH2:12][CH2:11]2)[CH3:9])=[C:4]([F:25])[CH:3]=1. The catalyst class is: 5. (2) Reactant: [CH2:1]([O:3][C:4]1[CH:9]=[CH:8][C:7]([CH2:10][O:11][C:12]2[NH:16][N:15]=[C:14]([NH2:17])[CH:13]=2)=[CH:6][C:5]=1[O:18][CH3:19])[CH3:2].Cl[C:21]1[CH:26]=[CH:25][N:24]=[C:23]([NH:27][CH2:28][C:29]2[O:33][N:32]=[C:31]([CH3:34])[CH:30]=2)[N:22]=1. Product: [CH2:1]([O:3][C:4]1[CH:9]=[CH:8][C:7]([CH2:10][O:11][C:12]2[NH:16][N:15]=[C:14]([NH:17][C:21]3[CH:26]=[CH:25][N:24]=[C:23]([NH:27][CH2:28][C:29]4[O:33][N:32]=[C:31]([CH3:34])[CH:30]=4)[N:22]=3)[CH:13]=2)=[CH:6][C:5]=1[O:18][CH3:19])[CH3:2]. The catalyst class is: 8.